Dataset: Full USPTO retrosynthesis dataset with 1.9M reactions from patents (1976-2016). Task: Predict the reactants needed to synthesize the given product. Given the product [N:7]1[CH:8]=[CH:9][C:4]([S:3][C:11]2[CH:20]=[C:19]3[C:14]([C:15](=[O:21])[NH:16][CH:17]=[N:18]3)=[CH:13][CH:12]=2)=[CH:5][CH:6]=1, predict the reactants needed to synthesize it. The reactants are: [H-].[Na+].[SH:3][C:4]1[CH:9]=[CH:8][N:7]=[CH:6][CH:5]=1.F[C:11]1[CH:20]=[C:19]2[C:14]([C:15](=[O:21])[NH:16][CH:17]=[N:18]2)=[CH:13][CH:12]=1.